From a dataset of Full USPTO retrosynthesis dataset with 1.9M reactions from patents (1976-2016). Predict the reactants needed to synthesize the given product. (1) The reactants are: [C:1]([C:4]1[CH:13]([C:14]2[CH:15]=[CH:16][CH:17]=[C:18]3[C:23]=2[O:22][C:21]([CH3:24])=[CH:20][C:19]3=[O:25])[C:12]2[C:11](=[O:26])[NH:10][CH:9]=[CH:8][C:7]=2[NH:6][C:5]=1[CH3:27])(=[O:3])[CH3:2].S(OCCC)(O[CH2:32][CH2:33][CH3:34])(=O)=O.CO. Given the product [C:1]([C:4]1[CH:13]([C:14]2[CH:15]=[CH:16][CH:17]=[C:18]3[C:23]=2[O:22][C:21]([CH3:24])=[CH:20][C:19]3=[O:25])[C:12]2[C:7](=[CH:8][CH:9]=[N:10][C:11]=2[O:26][CH2:32][CH2:33][CH3:34])[NH:6][C:5]=1[CH3:27])(=[O:3])[CH3:2], predict the reactants needed to synthesize it. (2) Given the product [C:10]([O:14][C:15]([N:17]1[CH2:21][C@H:20]([O:22][C:2]2[CH:9]=[CH:8][C:5]([C:6]#[N:7])=[CH:4][CH:3]=2)[CH2:19][C@@H:18]1[C:23]([N:25]1[CH2:31][CH2:30][CH2:29][N:28]([CH:32]2[CH2:33][CH2:34][CH2:35]2)[CH2:27][CH2:26]1)=[O:24])=[O:16])([CH3:13])([CH3:11])[CH3:12], predict the reactants needed to synthesize it. The reactants are: Br[C:2]1[CH:9]=[CH:8][C:5]([C:6]#[N:7])=[CH:4][CH:3]=1.[C:10]([O:14][C:15]([N:17]1[CH2:21][C@H:20]([OH:22])[CH2:19][C@@H:18]1[C:23]([N:25]1[CH2:31][CH2:30][CH2:29][N:28]([CH:32]2[CH2:35][CH2:34][CH2:33]2)[CH2:27][CH2:26]1)=[O:24])=[O:16])([CH3:13])([CH3:12])[CH3:11]. (3) The reactants are: [CH3:1][O:2][C:3]1[CH:8]=[CH:7][CH:6]=[CH:5][C:4]=1[SH:9].[OH-].[K+].I[C:13]1[CH:18]=[CH:17][CH:16]=[CH:15][C:14]=1[CH2:19][C:20]([OH:22])=[O:21]. Given the product [CH3:1][O:2][C:3]1[CH:8]=[CH:7][CH:6]=[CH:5][C:4]=1[S:9][C:13]1[CH:18]=[CH:17][CH:16]=[CH:15][C:14]=1[CH2:19][C:20]([OH:22])=[O:21], predict the reactants needed to synthesize it. (4) Given the product [Cl:65][C:62]1[CH:63]=[CH:64][C:59]([C:57](=[O:58])[CH2:56][S:13][C@H:10]2[C:11](=[O:12])[N:8]([C:5]3[CH:6]=[CH:7][C:2]([F:1])=[CH:3][CH:4]=3)[C@@H:9]2[C:24]2[CH:25]=[CH:26][C:27]([O:28][CH2:29][C:30]([OH:32])=[O:31])=[CH:34][CH:35]=2)=[CH:60][C:61]=1[CH3:66], predict the reactants needed to synthesize it. The reactants are: [F:1][C:2]1[CH:7]=[CH:6][C:5]([N:8]2[C:11](=[O:12])[C@H:10]([S:13]SC3C([N+]([O-])=O)=CC=CN=3)[C@H:9]2[C:24]2[CH:35]=[CH:34][C:27]([O:28][CH2:29][C:30]([O:32]C)=[O:31])=[CH:26][CH:25]=2)=[CH:4][CH:3]=1.C1(P(C2C=CC=CC=2)C2C=CC=CC=2)C=CC=CC=1.Br[CH2:56][C:57]([C:59]1[CH:64]=[CH:63][C:62]([Cl:65])=[C:61]([CH3:66])[CH:60]=1)=[O:58].C(N(CC)CC)C. (5) The reactants are: [CH2:1]([OH:8])[C:2]([NH2:7])([CH2:5][OH:6])[CH2:3][OH:4].Cl.[NH:10]([C:15]([CH2:20][OH:21])([CH2:18][OH:19])[CH2:16][OH:17])[CH2:11][C:12]([OH:14])=[O:13].CCCCCCCCCCCCOS([O-])(=O)=O.[Na+].CC[C@@H]([C@@H]1NC(=O)[C@@H](CCCN)NC(=O)[C@@H](NC([C@@H](NC([C@H](NC([C@@H](NC([C@H]2N=C([C@@H](N)[C@H](CC)C)SC2)=O)CC(C)C)=O)CCC(O)=O)=O)[C@H](CC)C)=O)CCCCNC(=O)[C@H](CC(N)=O)NC(=O)[C@@H](CC(O)=O)NC(=O)[C@H](CC2NC=NC=2)NC(=O)[C@@H](CC2C=CC=CC=2)NC1=O)C. Given the product [CH2:1]([OH:8])[C:2]([NH2:7])([CH2:5][OH:6])[CH2:3][OH:4].[NH:10]([C:15]([CH2:18][OH:19])([CH2:20][OH:21])[CH2:16][OH:17])[CH2:11][C:12]([OH:14])=[O:13], predict the reactants needed to synthesize it. (6) Given the product [Cl:1][C:2]1[CH:3]=[C:4]2[C:9](=[CH:10][CH:11]=1)[N:8]([CH:12]1[CH2:13][CH2:14][N:15]([CH2:45][CH:43]([OH:44])[CH2:42][N:29]3[C:26]4[CH2:27][CH2:28][N:23]([S:20]([CH3:19])(=[O:22])=[O:21])[CH2:24][C:25]=4[C:31]([C:32]4[CH:37]=[CH:36][C:35]([C:38]([F:40])([F:41])[F:39])=[CH:34][CH:33]=4)=[N:30]3)[CH2:16][CH2:17]1)[C:7](=[O:18])[CH2:6][CH2:5]2, predict the reactants needed to synthesize it. The reactants are: [Cl:1][C:2]1[CH:3]=[C:4]2[C:9](=[CH:10][CH:11]=1)[N:8]([CH:12]1[CH2:17][CH2:16][NH:15][CH2:14][CH2:13]1)[C:7](=[O:18])[CH2:6][CH2:5]2.[CH3:19][S:20]([N:23]1[CH2:28][CH2:27][C:26]2[N:29]([CH2:42][CH:43]3[CH2:45][O:44]3)[N:30]=[C:31]([C:32]3[CH:37]=[CH:36][C:35]([C:38]([F:41])([F:40])[F:39])=[CH:34][CH:33]=3)[C:25]=2[CH2:24]1)(=[O:22])=[O:21].CCN(CC)CC. (7) The reactants are: [F:1][C:2]([F:27])([F:26])[O:3][C:4]1[CH:9]=[CH:8][C:7]([NH:10][C:11]2[N:16]=[CH:15][N:14]=[C:13]([C:17]3[CH:25]=[CH:24][C:20]([C:21]([OH:23])=O)=[CH:19][CH:18]=3)[CH:12]=2)=[CH:6][CH:5]=1.[NH2:28][CH2:29][CH2:30][N:31]1[CH2:36][CH2:35][O:34][CH2:33][CH2:32]1.CN(C(ON1N=NC2C=CC=NC1=2)=[N+](C)C)C.F[P-](F)(F)(F)(F)F.CCN(C(C)C)C(C)C. Given the product [N:31]1([CH2:30][CH2:29][NH:28][C:21](=[O:23])[C:20]2[CH:19]=[CH:18][C:17]([C:13]3[CH:12]=[C:11]([NH:10][C:7]4[CH:8]=[CH:9][C:4]([O:3][C:2]([F:1])([F:26])[F:27])=[CH:5][CH:6]=4)[N:16]=[CH:15][N:14]=3)=[CH:25][CH:24]=2)[CH2:36][CH2:35][O:34][CH2:33][CH2:32]1, predict the reactants needed to synthesize it. (8) Given the product [CH3:45][O:44][CH2:43][C@@H:42]([O:41][C:26]1[CH:25]=[C:24]([C:21]2[NH:20][C:19]([C:17]3[O:1][C@@H:2]([CH3:47])[C@@H:3]([CH2:4][O:5][Si:6]([CH:13]([CH3:15])[CH3:14])([CH:7]([CH3:9])[CH3:8])[CH:10]([CH3:11])[CH3:12])[N:16]=3)=[CH:23][CH:22]=2)[CH:29]=[C:28]([O:30][Si:31]([CH:32]([CH3:34])[CH3:33])([CH:35]([CH3:36])[CH3:37])[CH:38]([CH3:40])[CH3:39])[CH:27]=1)[CH3:46], predict the reactants needed to synthesize it. The reactants are: [OH:1][C@H:2]([CH3:47])[C@H:3]([NH:16][C:17]([C:19]1[NH:20][C:21]([C:24]2[CH:29]=[C:28]([O:30][Si:31]([CH:38]([CH3:40])[CH3:39])([CH:35]([CH3:37])[CH3:36])[CH:32]([CH3:34])[CH3:33])[CH:27]=[C:26]([O:41][C@@H:42]([CH3:46])[CH2:43][O:44][CH3:45])[CH:25]=2)=[CH:22][CH:23]=1)=O)[CH2:4][O:5][Si:6]([CH:13]([CH3:15])[CH3:14])([CH:10]([CH3:12])[CH3:11])[CH:7]([CH3:9])[CH3:8].CS(O)(=O)=O.C(N(CC)CC)C.[Cl-].[NH4+]. (9) The reactants are: [CH2:1]([O:8][C:9]([NH:11][C:12]1[CH:17]=[CH:16][C:15](C2C=CN=C(C(O)=O)C=2)=[CH:14][C:13]=1[F:27])=[O:10])[C:2]1[CH:7]=[CH:6][CH:5]=[CH:4][CH:3]=1.[CH2:28]([N:30]([CH2:33][CH3:34])[CH2:31][CH3:32])[CH3:29].[CH3:35][Si:36]([CH3:41])([CH3:40])[CH2:37][CH2:38][OH:39].C1(P([N:56]=[N+]=[N-])(C2C=CC=CC=2)=[O:49])C=CC=CC=1.C[N:60]1[CH2:64][CH2:63][CH2:62][C:61]1=[O:65]. Given the product [CH2:1]([O:8][C:9]([NH:11][C:12]1[CH:17]=[CH:16][C:15]([O:49][C:62]2[CH:29]=[CH:28][N:30]=[C:64]([NH:60][C:61](=[O:65])[O:39][CH2:38][CH2:37][Si:36]([CH3:41])([CH3:40])[CH3:35])[CH:63]=2)=[CH:14][C:13]=1[F:27])=[O:10])[C:2]1[CH:3]=[CH:4][CH:5]=[CH:6][CH:7]=1.[NH2:56][C:33]1[CH:34]=[C:38]([O:39][C:15]2[CH:16]=[CH:17][C:12]([NH:11][C:9](=[O:10])[O:8][CH2:1][C:2]3[CH:3]=[CH:4][CH:5]=[CH:6][CH:7]=3)=[C:13]([F:27])[CH:14]=2)[CH:32]=[CH:31][N:30]=1, predict the reactants needed to synthesize it. (10) Given the product [C:1]([O:5][C:6]([N:8]1[CH2:13][CH2:12][CH:11]([C:14]2[CH:15]=[CH:16][C:17]([CH2:18][N:19]3[CH2:28][CH2:27][C:26]4[C:21](=[CH:22][CH:23]=[C:24]([C:29]([O:31][CH3:32])=[O:30])[CH:25]=4)[CH2:20]3)=[CH:33][CH:34]=2)[CH2:10][CH2:9]1)=[O:7])([CH3:4])([CH3:2])[CH3:3], predict the reactants needed to synthesize it. The reactants are: [C:1]([O:5][C:6]([N:8]1[CH2:13][CH:12]=[C:11]([C:14]2[CH:34]=[CH:33][C:17]([CH2:18][N:19]3[CH2:28][CH2:27][C:26]4[C:21](=[CH:22][CH:23]=[C:24]([C:29]([O:31][CH3:32])=[O:30])[CH:25]=4)[CH2:20]3)=[CH:16][CH:15]=2)[CH2:10][CH2:9]1)=[O:7])([CH3:4])([CH3:3])[CH3:2].